Task: Regression. Given a peptide amino acid sequence and an MHC pseudo amino acid sequence, predict their binding affinity value. This is MHC class II binding data.. Dataset: Peptide-MHC class II binding affinity with 134,281 pairs from IEDB (1) The peptide sequence is GELQIVDKIDAAFII. The MHC is DRB3_0101 with pseudo-sequence DRB3_0101. The binding affinity (normalized) is 0.658. (2) The peptide sequence is NYLALLVKYVNGDGD. The MHC is HLA-DQA10102-DQB10502 with pseudo-sequence HLA-DQA10102-DQB10502. The binding affinity (normalized) is 0. (3) The binding affinity (normalized) is 0.509. The peptide sequence is FCVKVLAPYMPDVLE. The MHC is HLA-DQA10501-DQB10402 with pseudo-sequence HLA-DQA10501-DQB10402.